Dataset: Reaction yield outcomes from USPTO patents with 853,638 reactions. Task: Predict the reaction yield, written as a fraction of the theoretical maximum amount of product (1.0 means a 100% yield; for example, 0.34 means a 34% yield). (1) The yield is 0.760. The catalyst is CO.[Pd]. The product is [CH3:1][C:2]1([C:8]([OH:10])=[O:9])[CH2:7][CH2:6][CH2:5][O:4][CH2:3]1. The reactants are [CH3:1][C:2]1([C:8]([O:10]CC2C=CC=CC=2)=[O:9])[CH:7]=[CH:6][CH2:5][O:4][CH2:3]1. (2) The reactants are [N:1]1[CH:6]=[CH:5][CH:4]=[C:3]([O:7][C:8]2[CH:17]=[CH:16][C:11]([C:12](OC)=[O:13])=[CH:10][CH:9]=2)[CH:2]=1.[NH2:18][NH2:19]. The catalyst is CCO. The product is [N:1]1[CH:6]=[CH:5][CH:4]=[C:3]([O:7][C:8]2[CH:17]=[CH:16][C:11]([C:12]([NH:18][NH2:19])=[O:13])=[CH:10][CH:9]=2)[CH:2]=1. The yield is 1.00. (3) The reactants are CO.[Li+].[BH4-].[CH3:5][O:6][C:7]1[CH:43]=[CH:42][C:10]([CH2:11][O:12][CH2:13][C@H:14]([CH3:41])[C@H:15]([O:33][Si:34]([C:37]([CH3:40])([CH3:39])[CH3:38])([CH3:36])[CH3:35])[C@@H:16]([CH3:32])[C:17](N2[C@H](CC3C=CC=CC=3)COC2=O)=[O:18])=[CH:9][CH:8]=1.[OH-].[Na+]. The catalyst is C1COCC1. The product is [CH3:5][O:6][C:7]1[CH:8]=[CH:9][C:10]([CH2:11][O:12][CH2:13][C@H:14]([CH3:41])[C@H:15]([O:33][Si:34]([C:37]([CH3:39])([CH3:38])[CH3:40])([CH3:35])[CH3:36])[C@@H:16]([CH3:32])[CH2:17][OH:18])=[CH:42][CH:43]=1. The yield is 0.900. (4) The reactants are [N+:1]([C:4]1[CH:5]=[C:6]([CH:10]=[CH:11][CH:12]=1)[C:7](Cl)=[O:8])([O-:3])=[O:2].[NH2:13][C:14]1[CH:15]=[N:16][CH:17]=[CH:18][C:19]=1[OH:20].C([O-])([O-])=O.[Na+].[Na+]. The catalyst is N1C=CC=CC=1. The product is [OH:20][C:19]1[CH:18]=[CH:17][N:16]=[CH:15][C:14]=1[NH:13][C:7](=[O:8])[C:6]1[CH:10]=[CH:11][CH:12]=[C:4]([N+:1]([O-:3])=[O:2])[CH:5]=1. The yield is 0.660. (5) The reactants are OC[CH2:3][C:4]1[C:17]([O:18][CH3:19])=[CH:16][CH:15]=[CH:14][C:5]=1[NH:6]C(OC(C)(C)C)=O.Br.[OH-].[Na+]. The catalyst is C(O)(=O)C. The product is [O:18]1[C:17]2=[CH:16][CH:15]=[CH:14][C:5]([NH2:6])=[C:4]2[CH2:3][CH2:19]1. The yield is 0.920.